Task: Predict the reactants needed to synthesize the given product.. Dataset: Full USPTO retrosynthesis dataset with 1.9M reactions from patents (1976-2016) (1) Given the product [OH:16][C:6]1[C:5]([OH:4])=[CH:10][C:9]([C:11]#[N:12])=[C:8]([C:27]2[CH:26]=[CH:25][CH:24]=[C:23]([CH:20]([CH3:22])[CH3:21])[CH:28]=2)[C:7]=1[C:14]#[N:15], predict the reactants needed to synthesize it. The reactants are: C([O:4][C:5]1[CH:10]=[C:9]([C:11]#[N:12])[C:8](Br)=[C:7]([C:14]#[N:15])[C:6]=1[O:16]C(=O)C)(=O)C.[CH:20]([C:23]1[CH:24]=[C:25](B(O)O)[CH:26]=[CH:27][CH:28]=1)([CH3:22])[CH3:21]. (2) Given the product [C:1]1([C:7]2[N:11]([CH2:12][O:13][CH2:14][CH2:15][Si:16]([CH3:17])([CH3:18])[CH3:19])[N:10]=[C:9]([CH2:20][OH:21])[CH:8]=2)[CH:2]=[CH:3][CH:4]=[CH:5][CH:6]=1, predict the reactants needed to synthesize it. The reactants are: [C:1]1([C:7]2[N:11]([CH2:12][O:13][CH2:14][CH2:15][Si:16]([CH3:19])([CH3:18])[CH3:17])[N:10]=[C:9]([C:20](OC)=[O:21])[CH:8]=2)[CH:6]=[CH:5][CH:4]=[CH:3][CH:2]=1.[Li+].[BH4-]. (3) Given the product [N:6]1[CH:11]=[CH:10][CH:9]=[CH:8][C:7]=1[CH2:12][CH2:13][C:14]1[CH:15]=[CH:16][C:17]([CH2:18][OH:19])=[CH:22][CH:23]=1, predict the reactants needed to synthesize it. The reactants are: O1CCCC1.[N:6]1[CH:11]=[CH:10][CH:9]=[CH:8][C:7]=1[CH2:12][CH2:13][C:14]1[CH:23]=[CH:22][C:17]([C:18](OC)=[O:19])=[CH:16][CH:15]=1.[H-].C([NH2+]CC(C)C)C(C)C.C(C(C(C([O-])=O)O)O)([O-])=O.[Na+].[K+]. (4) Given the product [CH3:42][C:43]1[C:44]([N:50]2[CH2:51][CH2:52][N:53]([C:56]([C:58]3[CH:59]=[CH:60][C:61]([N:64]4[CH:68]([CH:69]([CH3:70])[CH3:71])[CH2:67][NH:66][C:65]4=[O:81])=[CH:62][CH:63]=3)=[O:57])[CH2:54][CH2:55]2)=[N:45][CH:46]=[C:47]([CH3:49])[CH:48]=1, predict the reactants needed to synthesize it. The reactants are: CC1C(N2CCN(C(C3C=CC(I)=CC=3)=O)CC2)=NC=C(C)C=1.C(C1CN(CC2C=CC(OC)=CC=2)C(=O)N1)(C)C.[CH3:42][C:43]1[C:44]([N:50]2[CH2:55][CH2:54][N:53]([C:56]([C:58]3[CH:63]=[CH:62][C:61]([N:64]4[CH:68]([CH:69]([CH3:71])[CH3:70])[CH2:67][N:66](CC5C=CC(OC)=CC=5)[C:65]4=[O:81])=[CH:60][CH:59]=3)=[O:57])[CH2:52][CH2:51]2)=[N:45][CH:46]=[C:47]([CH3:49])[CH:48]=1.